From a dataset of Catalyst prediction with 721,799 reactions and 888 catalyst types from USPTO. Predict which catalyst facilitates the given reaction. (1) Product: [S:1]1[C:5]2[CH:6]=[CH:7][CH:8]=[CH:9][C:4]=2[N:3]=[C:2]1[C:10]1[CH:34]=[CH:33][C:13]2[C:14]3[CH:20]=[CH:19][C:18]([S:21]([NH:24][C@@H:25]([CH:30]([CH3:31])[CH3:32])[C:26]([OH:28])=[O:27])(=[O:22])=[O:23])=[CH:17][C:15]=3[O:16][C:12]=2[CH:11]=1. The catalyst class is: 1. Reactant: [S:1]1[C:5]2[CH:6]=[CH:7][CH:8]=[CH:9][C:4]=2[N:3]=[C:2]1[C:10]1[CH:34]=[CH:33][C:13]2[C:14]3[CH:20]=[CH:19][C:18]([S:21]([NH:24][C@@H:25]([CH:30]([CH3:32])[CH3:31])[C:26]([O:28]C)=[O:27])(=[O:23])=[O:22])=[CH:17][C:15]=3[O:16][C:12]=2[CH:11]=1.[Li+].[OH-]. (2) Reactant: Br[C:2]1[CH:3]=[N:4][CH:5]=[CH:6][CH:7]=1.[S:8]1[CH:12]=[CH:11][N:10]=[C:9]1[C:13]1[N:18]=[C:17]([C:19]2[N:24]=[CH:23][CH:22]=[CH:21][N:20]=2)[CH:16]=[CH:15][CH:14]=1.C(=O)([O-])[O-].[Cs+].[Cs+]. Product: [N:4]1[CH:5]=[CH:6][CH:7]=[C:2]([C:12]2[S:8][C:9]([C:13]3[N:18]=[C:17]([C:19]4[N:20]=[CH:21][CH:22]=[CH:23][N:24]=4)[CH:16]=[CH:15][CH:14]=3)=[N:10][CH:11]=2)[CH:3]=1. The catalyst class is: 9. (3) Reactant: [OH:1][C:2]1[CH:3]=[C:4]([CH:9]=[C:10]([O:12][C@@H:13]([CH3:17])[CH2:14][O:15][CH3:16])[CH:11]=1)[C:5]([O:7][CH3:8])=[O:6].[N:18]1([C:22]([C:24]2[CH:25]=[C:26]([Cl:31])[C:27](Cl)=[N:28][CH:29]=2)=[O:23])[CH2:21][CH2:20][CH2:19]1.C(=O)([O-])[O-].[K+].[K+].Cl. Product: [N:18]1([C:22]([C:24]2[CH:25]=[C:26]([Cl:31])[C:27]([O:1][C:2]3[CH:3]=[C:4]([CH:9]=[C:10]([O:12][C@@H:13]([CH3:17])[CH2:14][O:15][CH3:16])[CH:11]=3)[C:5]([O:7][CH3:8])=[O:6])=[N:28][CH:29]=2)=[O:23])[CH2:21][CH2:20][CH2:19]1. The catalyst class is: 287. (4) Reactant: [CH3:1][S:2][CH2:3][CH2:4][CH:5]([O:8][CH2:9][CH2:10][O:11][Si:12]([CH3:15])([CH3:14])[CH3:13])[C:6]#[N:7].[NH3:16]. Product: [CH3:1][S:2][CH2:3][CH2:4][CH:5]([O:8][CH2:9][CH2:10][O:11][Si:12]([CH3:13])([CH3:15])[CH3:14])[C:6]([NH2:16])=[NH:7]. The catalyst class is: 5. (5) Reactant: I[C:2]1[C:9](=[O:10])[N:5]2[CH2:6][CH2:7][CH2:8][N:4]2[C:3]=1[C:11]1[CH:16]=[CH:15][N:14]=[C:13]([S:17][CH3:18])[N:12]=1.C([Mg]Cl)(C)C.[Cl:24][C:25]1[CH:32]=[CH:31][CH:30]=[CH:29][C:26]=1[CH:27]=[O:28]. Product: [Cl:24][C:25]1[CH:32]=[CH:31][CH:30]=[CH:29][C:26]=1[CH:27]([OH:28])[C:2]1[C:9](=[O:10])[N:5]2[CH2:6][CH2:7][CH2:8][N:4]2[C:3]=1[C:11]1[CH:16]=[CH:15][N:14]=[C:13]([S:17][CH3:18])[N:12]=1. The catalyst class is: 1. (6) Reactant: [CH3:1][C:2]1[C:3]([C:21](=[O:27])[C:22]([O:24][CH2:25][CH3:26])=[O:23])=[C:4]([O:13][S:14]([C:17]([F:20])([F:19])[F:18])(=[O:16])=[O:15])[C:5]2[C:10]([C:11]=1[CH3:12])=[CH:9][CH:8]=[CH:7][CH:6]=2.[B]1OC2C(=CC=CC=2)O1. Product: [CH3:1][C:2]1[C:3]([C@H:21]([OH:27])[C:22]([O:24][CH2:25][CH3:26])=[O:23])=[C:4]([O:13][S:14]([C:17]([F:19])([F:20])[F:18])(=[O:15])=[O:16])[C:5]2[C:10]([C:11]=1[CH3:12])=[CH:9][CH:8]=[CH:7][CH:6]=2. The catalyst class is: 11. (7) Reactant: [C:1]([O:5][C:6]([N:8]1[C:16]2[C:11](=[CH:12][CH:13]=[CH:14][CH:15]=2)[CH:10]=[C:9]1[C:17]1[C:18](=[O:35])[N:19]([CH2:27][O:28][CH2:29][CH2:30][Si:31]([CH3:34])([CH3:33])[CH3:32])[CH:20]=[C:21]([C:23]([O:25]C)=[O:24])[CH:22]=1)=[O:7])([CH3:4])([CH3:3])[CH3:2].[OH-].[Li+]. Product: [C:1]([O:5][C:6]([N:8]1[C:16]2[C:11](=[CH:12][CH:13]=[CH:14][CH:15]=2)[CH:10]=[C:9]1[C:17]1[C:18](=[O:35])[N:19]([CH2:27][O:28][CH2:29][CH2:30][Si:31]([CH3:32])([CH3:33])[CH3:34])[CH:20]=[C:21]([C:23]([OH:25])=[O:24])[CH:22]=1)=[O:7])([CH3:4])([CH3:3])[CH3:2]. The catalyst class is: 30.